Dataset: Forward reaction prediction with 1.9M reactions from USPTO patents (1976-2016). Task: Predict the product of the given reaction. (1) Given the reactants [C:1]([C:3]1[C:8](=O)[NH:7][C:6]([NH:10][CH:11]2[CH2:13][CH2:12]2)=[N:5][C:4]=1[C:14]1[CH:19]=[CH:18][C:17]([CH3:20])=[CH:16][CH:15]=1)#[N:2].O=P(Cl)(Cl)[Cl:23], predict the reaction product. The product is: [Cl:23][C:8]1[N:7]=[C:6]([NH:10][CH:11]2[CH2:13][CH2:12]2)[N:5]=[C:4]([C:14]2[CH:19]=[CH:18][C:17]([CH3:20])=[CH:16][CH:15]=2)[C:3]=1[C:1]#[N:2]. (2) Given the reactants [Cl:1][C:2]1[CH:7]=[CH:6][C:5]([S:8][C:9]2[C:10]([C:14]3[CH:19]=[CH:18][C:17](Br)=[CH:16][CH:15]=3)=[N:11][NH:12][CH:13]=2)=[CH:4][CH:3]=1.[I:21]C1C=NC=CC=1.C(=O)([O-])[O-].[K+].[K+].P([O-])([O-])([O-])=O.[K+].[K+].[K+].CN[C@H]1[C@H:49]([NH:50][CH3:51])[CH2:48][CH2:47][CH2:46]C1, predict the reaction product. The product is: [Cl:1][C:2]1[CH:7]=[CH:6][C:5]([S:8][C:9]2[C:10]([C:14]3[CH:19]=[CH:18][C:17]([I:21])=[CH:16][CH:15]=3)=[N:11][N:12]([C:48]3[CH:49]=[N:50][CH:51]=[CH:46][CH:47]=3)[CH:13]=2)=[CH:4][CH:3]=1. (3) The product is: [CH2:1]([O:3][C:4]([C:6]1[S:10][C:9]([N:11]([C:18]([O:20][C:21]([CH3:24])([CH3:23])[CH3:22])=[O:19])[C:12]2[CH:13]=[CH:14][CH:15]=[CH:16][CH:17]=2)=[N:8][C:7]=1[CH2:25][Br:26])=[O:5])[CH3:2]. Given the reactants [CH2:1]([O:3][C:4]([C:6]1[S:10][C:9]([N:11]([C:18]([O:20][C:21]([CH3:24])([CH3:23])[CH3:22])=[O:19])[C:12]2[CH:17]=[CH:16][CH:15]=[CH:14][CH:13]=2)=[N:8][C:7]=1[CH3:25])=[O:5])[CH3:2].[Br:26]N1C(=O)CCC1=O, predict the reaction product. (4) Given the reactants [O:1]([C:8]1[CH:13]=[CH:12][C:11](I)=[CH:10][CH:9]=1)[C:2]1[CH:7]=[CH:6][CH:5]=[CH:4][CH:3]=1.[NH2:15][C@H:16]([C:24]([OH:26])=[O:25])[CH2:17][C:18]1[CH:23]=[CH:22][CH:21]=[CH:20][CH:19]=1.C(=O)([O-])[O-].[K+].[K+].C1(C)C=CC=CC=1, predict the reaction product. The product is: [O:1]([C:8]1[CH:13]=[CH:12][C:11]([NH:15][C@H:16]([C:24]([OH:26])=[O:25])[CH2:17][C:18]2[CH:23]=[CH:22][CH:21]=[CH:20][CH:19]=2)=[CH:10][CH:9]=1)[C:2]1[CH:7]=[CH:6][CH:5]=[CH:4][CH:3]=1.